This data is from CYP1A2 inhibition data for predicting drug metabolism from PubChem BioAssay. The task is: Regression/Classification. Given a drug SMILES string, predict its absorption, distribution, metabolism, or excretion properties. Task type varies by dataset: regression for continuous measurements (e.g., permeability, clearance, half-life) or binary classification for categorical outcomes (e.g., BBB penetration, CYP inhibition). Dataset: cyp1a2_veith. (1) The molecule is COCC(=O)N1CCC2(CC1)CCN(c1cccc(-c3ccccc3)c1)CC2. The result is 1 (inhibitor). (2) The molecule is O=C(Nc1cccc(F)c1)N1CC2(CCN(S(=O)(=O)c3ccccc3)CC2)C1. The result is 0 (non-inhibitor). (3) The molecule is CCOC(=O)c1cc(NC(=O)c2ccc(OC)cc2)c(=O)oc1-c1ccccc1. The result is 0 (non-inhibitor).